Dataset: Full USPTO retrosynthesis dataset with 1.9M reactions from patents (1976-2016). Task: Predict the reactants needed to synthesize the given product. (1) Given the product [ClH:13].[Cl:13][C:14]1[CH:33]=[CH:32][C:17]([NH:18][C:19]2[C:28]3[C:23](=[CH:24][C:25]([O:31][CH2:41][CH2:40][N:35]4[CH:39]=[N:38][CH:37]=[N:36]4)=[C:26]([O:29][CH3:30])[CH:27]=3)[N:22]=[CH:21][N:20]=2)=[C:16]([F:34])[CH:15]=1, predict the reactants needed to synthesize it. The reactants are: N(C(OCC)=O)=NC(OCC)=O.[Cl:13][C:14]1[CH:33]=[CH:32][C:17]([NH:18][C:19]2[C:28]3[C:23](=[CH:24][C:25]([OH:31])=[C:26]([O:29][CH3:30])[CH:27]=3)[N:22]=[CH:21][N:20]=2)=[C:16]([F:34])[CH:15]=1.[N:35]1([CH2:40][CH2:41]O)[CH:39]=[N:38][CH:37]=[N:36]1.C1(P(C2C=CC=CC=2)C2C=CC=CC=2)C=CC=CC=1. (2) Given the product [CH2:7]([O:8][CH2:14][CH2:13][CH2:12][CH2:11][C:10]([OH:15])=[O:16])[C:1]1[CH:6]=[CH:5][CH:4]=[CH:3][CH:2]=1, predict the reactants needed to synthesize it. The reactants are: [C:1]1([CH3:7])[CH:6]=[CH:5][CH:4]=[CH:3][CH:2]=1.[OH-:8].[K+].[C:10]1(=[O:16])[O:15][CH2:14][CH2:13][CH2:12][CH2:11]1.C(Br)C1C=CC=CC=1.